This data is from Reaction yield outcomes from USPTO patents with 853,638 reactions. The task is: Predict the reaction yield, written as a fraction of the theoretical maximum amount of product (1.0 means a 100% yield; for example, 0.34 means a 34% yield). (1) The reactants are Br[C:2]1[C:6]([CH3:8])([CH3:7])[O:5]/[C:4](=[C:9]2/[C:10](=[O:19])[NH:11][C:12]3[C:17]/2=[CH:16][CH:15]=[C:14]([F:18])[CH:13]=3)/[CH:3]=1.[CH:20]([C:22]1[CH:27]=[CH:26][C:25](B(O)O)=[CH:24][CH:23]=1)=[O:21].C(=O)([O-])[O-].[K+].[K+].C(OCC)(=O)C. The catalyst is C1COCC1.C1(P(C2C=CC=CC=2)C2C=CC=CC=2)C=CC=CC=1.C1(P(C2C=CC=CC=2)C2C=CC=CC=2)C=CC=CC=1.C1(P(C2C=CC=CC=2)C2C=CC=CC=2)C=CC=CC=1.C1(P(C2C=CC=CC=2)C2C=CC=CC=2)C=CC=CC=1.[Pd]. The product is [F:18][C:14]1[CH:13]=[C:12]2[C:17](/[C:9](=[C:4]3/[CH:3]=[C:2]([C:25]4[CH:26]=[CH:27][C:22]([CH:20]=[O:21])=[CH:23][CH:24]=4)[C:6]([CH3:8])([CH3:7])[O:5]/3)/[C:10](=[O:19])[NH:11]2)=[CH:16][CH:15]=1. The yield is 0.510. (2) The reactants are [OH-].[Na+].[CH2:3]([O:10][C:11]1[CH:12]=[C:13]([C:23]2[CH:28]=[CH:27][CH:26]=[C:25]([CH2:29][N:30]([CH3:40])[C:31](=[O:39])[CH2:32][CH2:33][CH2:34][CH2:35][CH2:36][CH2:37][CH3:38])[CH:24]=2)[CH:14]=[CH:15][C:16]=1[CH:17]=[CH:18][C:19]([O:21]C)=[O:20])[C:4]1[CH:9]=[CH:8][CH:7]=[CH:6][CH:5]=1.O.C(O)(=O)C. The catalyst is O1CCCC1.CO. The product is [CH2:3]([O:10][C:11]1[CH:12]=[C:13]([C:23]2[CH:28]=[CH:27][CH:26]=[C:25]([CH2:29][N:30]([CH3:40])[C:31](=[O:39])[CH2:32][CH2:33][CH2:34][CH2:35][CH2:36][CH2:37][CH3:38])[CH:24]=2)[CH:14]=[CH:15][C:16]=1[CH:17]=[CH:18][C:19]([OH:21])=[O:20])[C:4]1[CH:5]=[CH:6][CH:7]=[CH:8][CH:9]=1. The yield is 0.790. (3) The reactants are [C:1]([NH:9][C@@H:10]1[CH2:15][CH2:14][CH2:13][CH2:12][C@@H:11]1[C:16]([N:18]1[C@@H:30]2[C@@H:21]([C@H:22]([C:31]3[N:32](C(OCC4C=CC=CC=4)=O)[CH:33]=[CH:34][CH:35]=3)[NH:23][C:24]3[CH:25]=[CH:26][CH:27]=[CH:28][C:29]=32)[CH2:20][CH2:19]1)=[O:17])(=[O:8])[C:2]1[CH:7]=[CH:6][CH:5]=[CH:4][CH:3]=1. The catalyst is CO.[Pd]. The product is [NH:32]1[CH:33]=[CH:34][CH:35]=[C:31]1[C@@H:22]1[C@@H:21]2[CH2:20][CH2:19][N:18]([C:16]([C@H:11]3[CH2:12][CH2:13][CH2:14][CH2:15][C@H:10]3[NH:9][C:1](=[O:8])[C:2]3[CH:7]=[CH:6][CH:5]=[CH:4][CH:3]=3)=[O:17])[C@@H:30]2[C:29]2[CH:28]=[CH:27][CH:26]=[CH:25][C:24]=2[NH:23]1. The yield is 0.200. (4) The reactants are [CH3:1][C:2]1([CH3:31])[NH:7][C:6](=[O:8])[C:5]2[S:9][C:10]([N:12]3[C:17]4[CH:18]=[C:19](B5OC(C)(C)C(C)(C)O5)[CH:20]=[CH:21][C:16]=4[O:15][CH2:14][CH2:13]3)=[N:11][C:4]=2[CH2:3]1.C(=O)([O-])[O-].[Na+].[Na+].Br[C:39]1[N:40]=[C:41]([CH3:45])[N:42]([CH3:44])[CH:43]=1. The catalyst is C1COCC1.O.[Br-].C([N+](CCCC)(CCCC)CCCC)CCC.C1C=CC([P]([Pd]([P](C2C=CC=CC=2)(C2C=CC=CC=2)C2C=CC=CC=2)([P](C2C=CC=CC=2)(C2C=CC=CC=2)C2C=CC=CC=2)[P](C2C=CC=CC=2)(C2C=CC=CC=2)C2C=CC=CC=2)(C2C=CC=CC=2)C2C=CC=CC=2)=CC=1. The product is [CH3:44][N:42]1[CH:43]=[C:39]([C:19]2[CH:20]=[CH:21][C:16]3[O:15][CH2:14][CH2:13][N:12]([C:10]4[S:9][C:5]5[C:6](=[O:8])[NH:7][C:2]([CH3:31])([CH3:1])[CH2:3][C:4]=5[N:11]=4)[C:17]=3[CH:18]=2)[N:40]=[C:41]1[CH3:45]. The yield is 0.140. (5) The reactants are [C:1]([C:5]1[CH:9]=[C:8]([NH:10][C:11](=[O:19])OC2C=CC=CC=2)[N:7]([CH:20]([CH3:22])[CH3:21])[N:6]=1)([CH3:4])([CH3:3])[CH3:2].C(N(CC)C(C)C)(C)C.[CH3:32][O:33][C:34]1[CH:35]=[C:36]2[C:41](=[CH:42][C:43]=1[O:44][CH3:45])[N:40]=[CH:39][N:38]=[C:37]2[O:46][C:47]1[CH:48]=[C:49]([CH:51]=[CH:52][CH:53]=1)[NH2:50]. The catalyst is C1COCC1. The product is [C:1]([C:5]1[CH:9]=[C:8]([NH:10][C:11]([NH:50][C:49]2[CH:51]=[CH:52][CH:53]=[C:47]([O:46][C:37]3[C:36]4[C:41](=[CH:42][C:43]([O:44][CH3:45])=[C:34]([O:33][CH3:32])[CH:35]=4)[N:40]=[CH:39][N:38]=3)[CH:48]=2)=[O:19])[N:7]([CH:20]([CH3:21])[CH3:22])[N:6]=1)([CH3:2])([CH3:3])[CH3:4]. The yield is 0.400.